The task is: Regression. Given a peptide amino acid sequence and an MHC pseudo amino acid sequence, predict their binding affinity value. This is MHC class II binding data.. This data is from Peptide-MHC class II binding affinity with 134,281 pairs from IEDB. (1) The peptide sequence is KFTYLINYIQDEINT. The MHC is DRB1_0401 with pseudo-sequence DRB1_0401. The binding affinity (normalized) is 0.805. (2) The peptide sequence is AFKVAATAANAAPAN. The binding affinity (normalized) is 0.761. The MHC is DRB1_0101 with pseudo-sequence DRB1_0101. (3) The peptide sequence is KPIFHFVGTSTFSEY. The MHC is HLA-DQA10301-DQB10302 with pseudo-sequence HLA-DQA10301-DQB10302. The binding affinity (normalized) is 0.602. (4) The peptide sequence is FAEIMKICSTIEELR. The MHC is DRB4_0101 with pseudo-sequence DRB4_0103. The binding affinity (normalized) is 0.552.